Dataset: CYP2C19 inhibition data for predicting drug metabolism from PubChem BioAssay. Task: Regression/Classification. Given a drug SMILES string, predict its absorption, distribution, metabolism, or excretion properties. Task type varies by dataset: regression for continuous measurements (e.g., permeability, clearance, half-life) or binary classification for categorical outcomes (e.g., BBB penetration, CYP inhibition). Dataset: cyp2c19_veith. (1) The drug is COc1ccc(C(=O)N2CCC[C@@]3(CCN(c4cccc(-c5ccccc5)c4)C3)C2)cc1. The result is 1 (inhibitor). (2) The compound is CCOC(=O)Nc1ccc2c(c1)N(C(=O)CCN1CCOCC1)c1ccccc1S2. The result is 0 (non-inhibitor). (3) The molecule is COc1cc(NC(=O)c2ccccc2)c(OC)cc1NC(=O)CN1CCN(c2ccccn2)CC1. The result is 1 (inhibitor). (4) The drug is Nc1ccccc1Oc1ncc(C(F)(F)F)cc1Cl. The result is 1 (inhibitor). (5) The drug is CCN1CCc2nc(NC(=O)CC(c3ccccc3)c3ccccc3)sc2C1. The result is 1 (inhibitor). (6) The compound is CCOC(=O)C1=C(O)C(=O)N(c2ccc(S(N)(=O)=O)cc2)C1c1ccc(OC)cc1. The result is 0 (non-inhibitor). (7) The compound is CCOc1ccc(N=NS(=O)(=O)O)cc1. The result is 0 (non-inhibitor). (8) The drug is Cc1ccccc1NC(=O)c1cccc(Cn2cc(Br)c([N+](=O)[O-])n2)c1. The result is 1 (inhibitor). (9) The drug is C1C[C@@H]2CN(CCCN3CCOCC3)[C@@H](C1)O2. The result is 0 (non-inhibitor).